From a dataset of Catalyst prediction with 721,799 reactions and 888 catalyst types from USPTO. Predict which catalyst facilitates the given reaction. (1) Reactant: [F:1][C:2]1[CH:7]=[CH:6][CH:5]=[CH:4][C:3]=1[NH:8][C:9](=[O:29])[C@H:10]([O:12][C:13]1[CH:18]=[CH:17][C:16]([O:19][C:20]([F:28])=[CH:21][C:22]2[CH:27]=[CH:26][CH:25]=[CH:24][CH:23]=2)=[CH:15][CH:14]=1)[CH3:11].[H-].[Na+].[CH3:32]I. Product: [F:1][C:2]1[CH:7]=[CH:6][CH:5]=[CH:4][C:3]=1[N:8]([CH3:32])[C:9](=[O:29])[C@H:10]([O:12][C:13]1[CH:18]=[CH:17][C:16]([O:19][C:20]([F:28])=[CH:21][C:22]2[CH:23]=[CH:24][CH:25]=[CH:26][CH:27]=2)=[CH:15][CH:14]=1)[CH3:11]. The catalyst class is: 7. (2) Reactant: [CH3:1][N:2]1[CH2:15][CH2:14][C:13]2[C:12]3[CH:11]=[C:10]([CH3:16])[CH:9]=[CH:8][C:7]=3[NH:6][C:5]=2[CH2:4][CH2:3]1.N1CCC[C@H]1C(O)=O.[O-]P([O-])([O-])=O.[K+].[K+].[K+].Cl[CH2:34][C:35]([N:37]1[CH2:41][CH2:40][CH2:39][CH2:38]1)=[O:36]. Product: [CH3:1][N:2]1[CH2:15][CH2:14][C:13]2[C:12]3[CH:11]=[C:10]([CH3:16])[CH:9]=[CH:8][C:7]=3[N:6]([CH2:34][C:35]([N:37]3[CH2:41][CH2:40][CH2:39][CH2:38]3)=[O:36])[C:5]=2[CH2:4][CH2:3]1. The catalyst class is: 471. (3) Reactant: [CH3:1][C:2]1([CH3:16])[O:6][B:5]([C:7]2[CH:12]=[CH:11][C:10]([OH:13])=[CH:9][CH:8]=2)[O:4][C:3]1([CH3:15])[CH3:14].[F:17][C:18]1[CH:19]=[C:20](B(O)O)[CH:21]=[CH:22][CH:23]=1. Product: [F:17][C:18]1[CH:23]=[C:22]([CH:21]=[CH:20][CH:19]=1)[O:13][C:10]1[CH:11]=[CH:12][C:7]([B:5]2[O:4][C:3]([CH3:15])([CH3:14])[C:2]([CH3:16])([CH3:1])[O:6]2)=[CH:8][CH:9]=1. The catalyst class is: 66. (4) Reactant: [N+:1]([C:4]1[CH:5]=[C:6]([N:10]2[CH2:13][CH:12]([O:14][CH2:15][C:16]([NH2:18])=[O:17])[CH2:11]2)[CH:7]=[CH:8][CH:9]=1)([O-])=O. Product: [NH2:1][C:4]1[CH:5]=[C:6]([N:10]2[CH2:13][CH:12]([O:14][CH2:15][C:16]([NH2:18])=[O:17])[CH2:11]2)[CH:7]=[CH:8][CH:9]=1. The catalyst class is: 19.